Task: Predict the product of the given reaction.. Dataset: Forward reaction prediction with 1.9M reactions from USPTO patents (1976-2016) Given the reactants [CH:1]([NH:4][C:5]([C@@H:7]1[CH2:12][CH2:11][C@H:10]([N:13]2[C:21]3[CH:20]=[C:19]([O:22][CH2:23][CH2:24][N:25]4[CH2:30][CH2:29][CH2:28][CH2:27][CH2:26]4)[N:18]=[CH:17][C:16]=3[NH:15]/[C:14]/2=[N:31]\C(C2C=CC3C=CSC=3C=2)=O)[CH2:9][CH2:8]1)=[O:6])([CH3:3])[CH3:2].[F:43][C:44]1[CH:52]=[CH:51][C:47]([C:48]([OH:50])=O)=[CH:46][C:45]=1[O:53][CH3:54], predict the reaction product. The product is: [F:43][C:44]1[CH:52]=[CH:51][C:47]([C:48](/[N:31]=[C:14]2/[N:13]([C@H:10]3[CH2:9][CH2:8][C@@H:7]([C:5](=[O:6])[NH:4][CH:1]([CH3:2])[CH3:3])[CH2:12][CH2:11]3)[C:21]3[CH:20]=[C:19]([O:22][CH2:23][CH2:24][N:25]4[CH2:30][CH2:29][CH2:28][CH2:27][CH2:26]4)[N:18]=[CH:17][C:16]=3[NH:15]/2)=[O:50])=[CH:46][C:45]=1[O:53][CH3:54].